Task: Predict the reactants needed to synthesize the given product.. Dataset: Full USPTO retrosynthesis dataset with 1.9M reactions from patents (1976-2016) (1) Given the product [CH2:29]([C:26]1[CH:25]=[CH:24][C:23]([CH2:22][N:21]([CH2:37][C:38]2[CH:39]=[CH:40][C:41]([F:44])=[CH:42][CH:43]=2)[S:18]([C:13]2[CH:14]=[C:15]([Cl:17])[CH:16]=[C:11]([Cl:10])[C:12]=2[OH:45])(=[O:19])=[O:20])=[CH:28][CH:27]=1)[C:30]1[CH:31]=[CH:32][CH:33]=[CH:34][CH:35]=1, predict the reactants needed to synthesize it. The reactants are: C(O)(C(F)(F)F)=O.[BH4-].[Na+].[Cl:10][C:11]1[C:12]([OH:45])=[C:13]([S:18]([N:21]([CH2:37][C:38]2[CH:43]=[CH:42][C:41]([F:44])=[CH:40][CH:39]=2)[CH2:22][C:23]2[CH:28]=[CH:27][C:26]([CH:29](O)[C:30]3[CH:35]=[CH:34][CH:33]=[CH:32][CH:31]=3)=[CH:25][CH:24]=2)(=[O:20])=[O:19])[CH:14]=[C:15]([Cl:17])[CH:16]=1. (2) Given the product [F:44][C:41]1([F:43])[CH2:42][CH:40]1[CH2:39][N:38]1[C:33]2[C:34](=[N:35][C:30]([C:7]3[CH2:8][CH:9]4[CH2:13][N:12]([C:14]([O:16][C:17]([CH3:18])([CH3:19])[CH3:20])=[O:15])[CH2:11][CH:10]4[CH:21]=3)=[CH:31][CH:32]=2)[N:36]([CH3:46])[C:37]1=[O:45], predict the reactants needed to synthesize it. The reactants are: FC(F)(F)S(O[C:7]1[CH2:8][CH:9]2[CH2:13][N:12]([C:14]([O:16][C:17]([CH3:20])([CH3:19])[CH3:18])=[O:15])[CH2:11][CH:10]2[CH:21]=1)(=O)=O.C([O-])(=O)C.[K+].Cl[C:30]1[N:35]=[C:34]2[N:36]([CH3:46])[C:37](=[O:45])[N:38]([CH2:39][CH:40]3[CH2:42][C:41]3([F:44])[F:43])[C:33]2=[CH:32][CH:31]=1.C([O-])([O-])=O.[Cs+].[Cs+]. (3) Given the product [CH3:1][N:2]1[CH:6]=[N:5][N:4]=[C:3]1[S:26]([CH3:32])(=[O:29])=[O:25], predict the reactants needed to synthesize it. The reactants are: [CH3:1][N:2]1[CH:6]=[N:5][N:4]=[C:3]1SC.C([O-])(O)=O.[Na+].C1C=C(Cl)C=C(C(OO)=O)C=1.[O-:25][S:26]([O-:29])(=S)=O.[Na+].[Na+].[C:32]([O-])([O-])=O.[Na+].[Na+]. (4) Given the product [N:31]1[CH:32]=[CH:33][C:28]([NH:27][C:20]([C:10]2[S:11][C:12]([C:13]3[CH:14]=[CH:15][C:16]([Cl:19])=[CH:17][CH:18]=3)=[C:8]([C:5]3[CH:6]=[CH:7][C:2]([Cl:1])=[CH:3][CH:4]=3)[N:9]=2)=[O:21])=[CH:29][CH:30]=1, predict the reactants needed to synthesize it. The reactants are: [Cl:1][C:2]1[CH:7]=[CH:6][C:5]([C:8]2[N:9]=[C:10]([C:20](O)=[O:21])[S:11][C:12]=2[C:13]2[CH:18]=[CH:17][C:16]([Cl:19])=[CH:15][CH:14]=2)=[CH:4][CH:3]=1.S(Cl)(Cl)=O.[NH2:27][C:28]1[CH:33]=[CH:32][N:31]=[CH:30][CH:29]=1.C(N(CC)CC)C. (5) Given the product [OH:15][C:13]1[CH:12]=[C:9]([CH:8]=[C:7]([O:6][CH3:5])[CH:14]=1)[CH:10]=[O:11], predict the reactants needed to synthesize it. The reactants are: C([S-])C.[Na+].[CH3:5][O:6][C:7]1[CH:8]=[C:9]([CH:12]=[C:13]([O:15]C)[CH:14]=1)[CH:10]=[O:11].[Cl-].[Na+].C=O. (6) The reactants are: [NH2:1][S:2]([C:5]1[CH:6]=[CH:7][C:8](F)=[C:9]([CH:13]=1)[C:10]([OH:12])=[O:11])(=[O:4])=[O:3].[NH2:15][NH2:16].O. Given the product [NH2:1][S:2]([C:5]1[CH:6]=[CH:7][C:8]([NH:15][NH2:16])=[C:9]([CH:13]=1)[C:10]([OH:12])=[O:11])(=[O:4])=[O:3], predict the reactants needed to synthesize it. (7) The reactants are: [CH3:1][N:2]1[C:6]([CH3:7])=[CH:5][C:4]([CH:8]=O)=[N:3]1.[CH3:10][O:11][CH2:12][CH2:13][NH2:14].[C:15]1(=[O:26])[O:21][C:19](=O)[C:18]2=[CH:22][CH:23]=[CH:24][CH:25]=[C:17]2[CH2:16]1.[CH3:27][O:28][C:29]1[CH:30]=[C:31]([CH:33]=[CH:34][CH:35]=1)[NH2:32]. Given the product [CH3:1][N:2]1[C:6]([CH3:7])=[CH:5][C:4]([CH:8]2[CH:16]([C:15]([NH:32][C:31]3[CH:33]=[CH:34][CH:35]=[C:29]([O:28][CH3:27])[CH:30]=3)=[O:26])[C:17]3[C:18](=[CH:22][CH:23]=[CH:24][CH:25]=3)[C:19](=[O:21])[N:14]2[CH2:13][CH2:12][O:11][CH3:10])=[N:3]1, predict the reactants needed to synthesize it. (8) Given the product [CH3:1][C:2]1([CH3:10])[CH:8]2[CH2:9][CH:3]1[CH2:4][CH2:5][CH:6]2[CH2:7][OH:13], predict the reactants needed to synthesize it. The reactants are: [CH3:1][C:2]1([CH3:10])[C@@H:8]2[CH2:9][C@H:3]1[CH2:4][CH2:5][C:6]2=[CH2:7].C([OH:13])C.[OH-].[Na+].OO. (9) Given the product [CH2:12]([O:11][C:9]([C:8]1[CH:33]=[C:32]([C:29]2[CH:30]=[CH:31][C:26]([O:25][CH2:18][C:19]3[CH:24]=[CH:23][CH:22]=[CH:21][CH:20]=3)=[CH:27][CH:28]=2)[NH:7][C:5]=1[NH2:6])=[O:10])[CH3:13], predict the reactants needed to synthesize it. The reactants are: C(O)C.Cl.[C:5]([CH2:8][C:9]([O:11][CH2:12][CH3:13])=[O:10])(=[NH:7])[NH2:6].[O-]CC.[Na+].[CH2:18]([O:25][C:26]1[CH:31]=[CH:30][C:29]([C:32](=O)[CH2:33]Br)=[CH:28][CH:27]=1)[C:19]1[CH:24]=[CH:23][CH:22]=[CH:21][CH:20]=1. (10) Given the product [CH:13]1([CH2:18][CH2:19][C:20](=[O:21])[CH2:1][P:2](=[O:7])([O:5][CH3:6])[O:3][CH3:4])[CH2:17][CH2:16][CH2:15][CH2:14]1, predict the reactants needed to synthesize it. The reactants are: [CH3:1][P:2](=[O:7])([O:5][CH3:6])[O:3][CH3:4].[Li]CCCC.[CH:13]1([CH2:18][CH2:19][C:20](OC)=[O:21])[CH2:17][CH2:16][CH2:15][CH2:14]1.C1(CCC(O)=O)CCCC1.S(=O)(=O)(O)O.